Predict the reactants needed to synthesize the given product. From a dataset of Full USPTO retrosynthesis dataset with 1.9M reactions from patents (1976-2016). Given the product [Cl:1][C:2]1[CH:7]=[CH:6][C:5]([S:8][C:9]2[C:17]3[C:16]([CH:18]([CH3:20])[CH3:19])=[CH:15][C:14]([C:21]4[N:25]=[N:24][N:23]([CH3:34])[N:22]=4)=[CH:13][C:12]=3[N:11]3[CH2:26][CH2:27][CH:28]([CH2:29][C:30]([O:32][CH3:33])=[O:31])[C:10]=23)=[CH:4][CH:3]=1.[Cl:1][C:2]1[CH:7]=[CH:6][C:5]([S:8][C:9]2[C:17]3[C:16]([CH:18]([CH3:20])[CH3:19])=[CH:15][C:14]([C:21]4[N:25]([CH3:34])[N:24]=[N:23][N:22]=4)=[CH:13][C:12]=3[N:11]3[CH2:26][CH2:27][CH:28]([CH2:29][C:30]([O:32][CH3:33])=[O:31])[C:10]=23)=[CH:4][CH:3]=1, predict the reactants needed to synthesize it. The reactants are: [Cl:1][C:2]1[CH:7]=[CH:6][C:5]([S:8][C:9]2[C:17]3[C:16]([CH:18]([CH3:20])[CH3:19])=[CH:15][C:14]([C:21]4[N:22]=[N:23][NH:24][N:25]=4)=[CH:13][C:12]=3[N:11]3[CH2:26][CH2:27][CH:28]([CH2:29][C:30]([O:32][CH3:33])=[O:31])[C:10]=23)=[CH:4][CH:3]=1.[CH2:34]1COCC1.